From a dataset of Reaction yield outcomes from USPTO patents with 853,638 reactions. Predict the reaction yield, written as a fraction of the theoretical maximum amount of product (1.0 means a 100% yield; for example, 0.34 means a 34% yield). (1) The reactants are [C:1]([O:5][C:6](=[O:35])[CH2:7][N:8]1[C:12]2[CH:13]=[CH:14][CH:15]=[CH:16][C:11]=2[N:10]([CH2:17][C:18]2[N:22]([CH2:23][CH2:24][CH:25]([CH3:27])[CH3:26])[C:21]3[CH:28]=[CH:29][C:30]([C:32]#[N:33])=[CH:31][C:20]=3[N:19]=2)[C:9]1=[O:34])([CH3:4])([CH3:3])[CH3:2].Cl.[NH2:37][OH:38].C([O-])([O-])=O.[K+].[K+]. The catalyst is CCO. The product is [C:1]([O:5][C:6](=[O:35])[CH2:7][N:8]1[C:12]2[CH:13]=[CH:14][CH:15]=[CH:16][C:11]=2[N:10]([CH2:17][C:18]2[N:22]([CH2:23][CH2:24][CH:25]([CH3:27])[CH3:26])[C:21]3[CH:28]=[CH:29][C:30]([C:32](=[NH:33])[NH:37][OH:38])=[CH:31][C:20]=3[N:19]=2)[C:9]1=[O:34])([CH3:3])([CH3:4])[CH3:2]. The yield is 0.540. (2) The reactants are [NH2:1][C@:2]([CH3:13])([CH2:5][CH2:6][C:7]1[N:8]([CH3:12])[CH:9]=[CH:10][CH:11]=1)[CH2:3][OH:4].[C:14](OC(OC(C)(C)C)=O)(OC(C)(C)C)=[O:15].C(N(CC)CC)C.O. The catalyst is ClCCl.CN(C)C1C=CN=CC=1. The product is [CH3:13][C@@:2]1([CH2:5][CH2:6][C:7]2[N:8]([CH3:12])[CH:9]=[CH:10][CH:11]=2)[CH2:3][O:4][C:14](=[O:15])[NH:1]1. The yield is 0.530.